This data is from NCI-60 drug combinations with 297,098 pairs across 59 cell lines. The task is: Regression. Given two drug SMILES strings and cell line genomic features, predict the synergy score measuring deviation from expected non-interaction effect. Drug 1: CC12CCC3C(C1CCC2=O)CC(=C)C4=CC(=O)C=CC34C. Drug 2: CCC1=CC2CC(C3=C(CN(C2)C1)C4=CC=CC=C4N3)(C5=C(C=C6C(=C5)C78CCN9C7C(C=CC9)(C(C(C8N6C)(C(=O)OC)O)OC(=O)C)CC)OC)C(=O)OC.C(C(C(=O)O)O)(C(=O)O)O. Cell line: UO-31. Synergy scores: CSS=16.6, Synergy_ZIP=2.76, Synergy_Bliss=-0.238, Synergy_Loewe=2.34, Synergy_HSA=2.38.